This data is from Reaction yield outcomes from USPTO patents with 853,638 reactions. The task is: Predict the reaction yield, written as a fraction of the theoretical maximum amount of product (1.0 means a 100% yield; for example, 0.34 means a 34% yield). (1) The reactants are [C:1]1([S:7]([N:10]2[C:14]3[CH:15]=[N:16][C:17]([C:20]#[N:21])=[C:18](O)[C:13]=3[C:12]3[CH:22]=[C:23]([Cl:26])[CH:24]=[N:25][C:11]2=3)(=[O:9])=[O:8])[CH:6]=[CH:5][CH:4]=[CH:3][CH:2]=1.P(Cl)(Cl)(Cl)(Cl)[Cl:28]. The catalyst is P(Cl)(Cl)(Cl)=O.ClCCl. The product is [C:1]1([S:7]([N:10]2[C:14]3[CH:15]=[N:16][C:17]([C:20]#[N:21])=[C:18]([Cl:28])[C:13]=3[C:12]3[CH:22]=[C:23]([Cl:26])[CH:24]=[N:25][C:11]2=3)(=[O:9])=[O:8])[CH:6]=[CH:5][CH:4]=[CH:3][CH:2]=1. The yield is 0.590. (2) The reactants are Br[C:2]1[CH:7]=[CH:6][C:5]([NH:8][N:9]2[C:17](=[O:18])[C:16]3[C:11](=[CH:12][CH:13]=[CH:14][CH:15]=3)[C:10]2=[O:19])=[CH:4][CH:3]=1.C([O-])([O-])=O.[K+].[K+].CO[CH2:28][CH2:29]OC. The catalyst is O.C1C=CC([P]([Pd]([P](C2C=CC=CC=2)(C2C=CC=CC=2)C2C=CC=CC=2)([P](C2C=CC=CC=2)(C2C=CC=CC=2)C2C=CC=CC=2)[P](C2C=CC=CC=2)(C2C=CC=CC=2)C2C=CC=CC=2)(C2C=CC=CC=2)C2C=CC=CC=2)=CC=1. The product is [CH:28]([C:2]1[CH:7]=[CH:6][C:5]([NH:8][N:9]2[C:17](=[O:18])[C:16]3[C:11](=[CH:12][CH:13]=[CH:14][CH:15]=3)[C:10]2=[O:19])=[CH:4][CH:3]=1)=[CH2:29]. The yield is 0.130. (3) The reactants are [Br:1][C:2]1[CH:3]=[CH:4][C:5](/[N:22]=[CH:23]/[CH2:24][N+:25]([O-:27])=[O:26])=[C:6]([C:8](=O)[CH2:9][C:10]2[CH:15]=[CH:14][C:13]([C:16]([CH3:20])([CH3:19])[C:17]#[N:18])=[CH:12][CH:11]=2)[CH:7]=1.CC([O-])=O.[K+]. The catalyst is CCO. The product is [Br:1][C:2]1[CH:7]=[C:6]2[C:5](=[CH:4][CH:3]=1)[N:22]=[CH:23][C:24]([N+:25]([O-:27])=[O:26])=[C:8]2[CH2:9][C:10]1[CH:15]=[CH:14][C:13]([C:16]([CH3:20])([CH3:19])[C:17]#[N:18])=[CH:12][CH:11]=1. The yield is 0.330.